Predict the reactants needed to synthesize the given product. From a dataset of Full USPTO retrosynthesis dataset with 1.9M reactions from patents (1976-2016). (1) Given the product [CH3:25][O:24][C:21]1[CH:22]=[C:23]2[C:18]([CH:17]=[CH:16][C:15](=[O:26])[N:14]2[CH2:13][CH:9]=[O:8])=[N:19][CH:20]=1, predict the reactants needed to synthesize it. The reactants are: FC(F)(F)C(O)=O.[O:8]1CCO[CH:9]1[CH2:13][N:14]1[C:23]2[C:18](=[N:19][CH:20]=[C:21]([O:24][CH3:25])[CH:22]=2)[CH:17]=[CH:16][C:15]1=[O:26].[OH-].[Na+]. (2) Given the product [C:9]([O:17][CH2:18][C:19](=[O:25])[N:20]([CH2:21][CH3:22])[CH2:23][CH3:24])(=[O:16])/[CH:10]=[CH:11]/[C:12]([O:14][CH3:15])=[O:13].[C:1]([OH:8])(=[O:7])/[CH:2]=[CH:3]/[C:4]([OH:6])=[O:5].[C:9]([O:17][CH2:18][C:19](=[O:25])[N:20]([CH2:21][CH3:22])[CH2:23][CH3:24])(=[O:16])/[CH:10]=[CH:11]/[C:12]([O:14][CH3:15])=[O:13].[C:1]([OH:8])(=[O:7])/[CH:2]=[CH:3]/[C:4]([OH:6])=[O:5], predict the reactants needed to synthesize it. The reactants are: [C:1]([OH:8])(=[O:7])/[CH:2]=[CH:3]/[C:4]([OH:6])=[O:5].[C:9]([O:17][CH2:18][C:19](=[O:25])[N:20]([CH2:23][CH3:24])[CH2:21][CH3:22])(=[O:16])/[CH:10]=[CH:11]/[C:12]([O:14][CH3:15])=[O:13].C(OCC)(=O)C.CCCCCCC.